Dataset: NCI-60 drug combinations with 297,098 pairs across 59 cell lines. Task: Regression. Given two drug SMILES strings and cell line genomic features, predict the synergy score measuring deviation from expected non-interaction effect. (1) Drug 1: C1CCC(CC1)NC(=O)N(CCCl)N=O. Synergy scores: CSS=18.3, Synergy_ZIP=-2.40, Synergy_Bliss=-0.189, Synergy_Loewe=3.01, Synergy_HSA=7.28. Drug 2: C1=NNC2=C1C(=O)NC=N2. Cell line: KM12. (2) Drug 1: CS(=O)(=O)CCNCC1=CC=C(O1)C2=CC3=C(C=C2)N=CN=C3NC4=CC(=C(C=C4)OCC5=CC(=CC=C5)F)Cl. Drug 2: C1CN(CCN1C(=O)CCBr)C(=O)CCBr. Cell line: ACHN. Synergy scores: CSS=35.6, Synergy_ZIP=-8.69, Synergy_Bliss=-7.52, Synergy_Loewe=-9.43, Synergy_HSA=-5.35. (3) Drug 1: CCC1=C2CN3C(=CC4=C(C3=O)COC(=O)C4(CC)O)C2=NC5=C1C=C(C=C5)O. Drug 2: CCN(CC)CCCC(C)NC1=C2C=C(C=CC2=NC3=C1C=CC(=C3)Cl)OC. Cell line: NCI-H522. Synergy scores: CSS=39.8, Synergy_ZIP=-5.34, Synergy_Bliss=-5.85, Synergy_Loewe=-30.9, Synergy_HSA=-1.86. (4) Drug 2: CS(=O)(=O)OCCCCOS(=O)(=O)C. Drug 1: CC1=CC=C(C=C1)C2=CC(=NN2C3=CC=C(C=C3)S(=O)(=O)N)C(F)(F)F. Cell line: 786-0. Synergy scores: CSS=4.72, Synergy_ZIP=0.243, Synergy_Bliss=2.79, Synergy_Loewe=0.545, Synergy_HSA=0.876. (5) Drug 1: CC1=CC2C(CCC3(C2CCC3(C(=O)C)OC(=O)C)C)C4(C1=CC(=O)CC4)C. Drug 2: CC=C1C(=O)NC(C(=O)OC2CC(=O)NC(C(=O)NC(CSSCCC=C2)C(=O)N1)C(C)C)C(C)C. Cell line: NCIH23. Synergy scores: CSS=48.8, Synergy_ZIP=-2.49, Synergy_Bliss=-6.26, Synergy_Loewe=-75.3, Synergy_HSA=-8.02. (6) Drug 1: C#CCC(CC1=CN=C2C(=N1)C(=NC(=N2)N)N)C3=CC=C(C=C3)C(=O)NC(CCC(=O)O)C(=O)O. Drug 2: N.N.Cl[Pt+2]Cl. Cell line: NCI-H522. Synergy scores: CSS=67.6, Synergy_ZIP=-1.06, Synergy_Bliss=-1.88, Synergy_Loewe=-1.63, Synergy_HSA=-2.18. (7) Drug 1: CC(C1=C(C=CC(=C1Cl)F)Cl)OC2=C(N=CC(=C2)C3=CN(N=C3)C4CCNCC4)N. Drug 2: CN(CCCl)CCCl.Cl. Cell line: SK-MEL-2. Synergy scores: CSS=-3.84, Synergy_ZIP=0.517, Synergy_Bliss=2.06, Synergy_Loewe=-8.02, Synergy_HSA=-5.53. (8) Synergy scores: CSS=70.5, Synergy_ZIP=1.33, Synergy_Bliss=0.841, Synergy_Loewe=-12.2, Synergy_HSA=0.913. Cell line: UACC62. Drug 1: CCCCC(=O)OCC(=O)C1(CC(C2=C(C1)C(=C3C(=C2O)C(=O)C4=C(C3=O)C=CC=C4OC)O)OC5CC(C(C(O5)C)O)NC(=O)C(F)(F)F)O. Drug 2: CC(C)NC(=O)C1=CC=C(C=C1)CNNC.Cl.